Predict the reaction yield, written as a fraction of the theoretical maximum amount of product (1.0 means a 100% yield; for example, 0.34 means a 34% yield). From a dataset of Reaction yield outcomes from USPTO patents with 853,638 reactions. (1) The reactants are C([O:3][C:4](=[O:25])[CH2:5][N:6]1[CH2:11][CH2:10][CH:9]([C:12](=[O:24])[C:13]2[CH:18]=[CH:17][CH:16]=[CH:15][C:14]=2[O:19][C:20]([F:23])([F:22])[F:21])[CH2:8][CH2:7]1)C.[OH-].[Na+]. The catalyst is CCO.O. The product is [F:22][C:20]([F:21])([F:23])[O:19][C:14]1[CH:15]=[CH:16][CH:17]=[CH:18][C:13]=1[C:12]([CH:9]1[CH2:10][CH2:11][N:6]([CH2:5][C:4]([OH:25])=[O:3])[CH2:7][CH2:8]1)=[O:24]. The yield is 0.990. (2) The catalyst is O.C(O)C. The yield is 0.410. The product is [CH3:1][CH:2]1[CH:7]([CH3:8])[NH:6][CH2:5][CH2:4][N:3]1[C:28]([O:30][CH2:31][C:32]1[CH:37]=[CH:36][CH:35]=[CH:34][CH:33]=1)=[O:29]. The reactants are [CH3:1][C@H:2]1[C@H:7]([CH3:8])[NH:6][CH2:5][CH2:4][NH:3]1.C[C@H]1[C@@H](C)NCCN1.CS(O)(=O)=O.C([O-])(=O)C.[K+].Cl[C:28]([O:30][CH2:31][C:32]1[CH:37]=[CH:36][CH:35]=[CH:34][CH:33]=1)=[O:29]. (3) The reactants are C(OC([N:8]1[CH2:13][C@H:12]([F:14])[C@H:11]([OH:15])[C:10]([CH3:17])([CH3:16])[CH2:9]1)=O)(C)(C)C.[ClH:18]. The catalyst is CCOCC.O1CCOCC1. The product is [ClH:18].[F:14][C@H:12]1[CH2:13][NH:8][CH2:9][C:10]([CH3:17])([CH3:16])[C@H:11]1[OH:15]. The yield is 0.570. (4) The reactants are [CH2:1]([O:3][C:4]1[CH:9]=[CH:8][CH:7]=[CH:6][C:5]=1B(O)O)[CH3:2].[F-].[K+].[N+:15]([C:18]1[CH:23]=[C:22]([N+:24]([O-:26])=[O:25])[CH:21]=[CH:20][C:19]=1Br)([O-:17])=[O:16].C(P(C(C)(C)C)C(C)(C)C)(C)(C)C. The catalyst is C1COCC1.C1C=CC(/C=C/C(/C=C/C2C=CC=CC=2)=O)=CC=1.C1C=CC(/C=C/C(/C=C/C2C=CC=CC=2)=O)=CC=1.C1C=CC(/C=C/C(/C=C/C2C=CC=CC=2)=O)=CC=1.[Pd].[Pd]. The product is [CH2:1]([O:3][C:4]1[CH:9]=[CH:8][CH:7]=[CH:6][C:5]=1[C:19]1[CH:20]=[CH:21][C:22]([N+:24]([O-:26])=[O:25])=[CH:23][C:18]=1[N+:15]([O-:17])=[O:16])[CH3:2]. The yield is 0.820. (5) The reactants are [F:1][C:2]([F:7])([F:6])[C:3]([OH:5])=[O:4].[CH2:8]([NH:10][CH2:11][C:12]1[CH:13]=[C:14]([C:19]2[CH:20]=[C:21]3[C:25](=[C:26]([C:28]([NH2:30])=[O:29])[CH:27]=2)[NH:24][CH:23]=[C:22]3[CH:31]2[CH2:36][CH2:35][N:34]([S:37]([CH2:40][CH3:41])(=[O:39])=[O:38])[CH2:33][CH2:32]2)[CH:15]=[CH:16][C:17]=1[F:18])[CH3:9].[CH2:42](N)[CH3:43]. No catalyst specified. The product is [F:1][C:2]([F:7])([F:6])[C:3]([OH:5])=[O:4].[CH:8]1([NH:10][CH2:11][C:12]2[CH:13]=[C:14]([C:19]3[CH:20]=[C:21]4[C:25](=[C:26]([C:28]([NH2:30])=[O:29])[CH:27]=3)[NH:24][CH:23]=[C:22]4[CH:31]3[CH2:32][CH2:33][N:34]([S:37]([CH2:40][CH3:41])(=[O:39])=[O:38])[CH2:35][CH2:36]3)[CH:15]=[CH:16][C:17]=2[F:18])[CH2:43][CH2:42][CH2:9]1. The yield is 0.420. (6) The reactants are Br[C:2]1[N:6]([CH2:7][C:8]2[CH:13]=[CH:12][C:11]([O:14][CH3:15])=[CH:10][CH:9]=2)[N:5]=[C:4]([N+:16]([O-:18])=[O:17])[N:3]=1.[CH3:19][O:20][C:21]1[CH:37]=[CH:36][C:24]([CH2:25][NH:26][CH2:27][C:28]2[CH:33]=[CH:32][C:31]([O:34][CH3:35])=[CH:30][CH:29]=2)=[CH:23][CH:22]=1. The catalyst is C(Cl)Cl. The product is [CH3:35][O:34][C:31]1[CH:30]=[CH:29][C:28]([CH2:27][N:26]([CH2:25][C:24]2[CH:36]=[CH:37][C:21]([O:20][CH3:19])=[CH:22][CH:23]=2)[C:2]2[N:6]([CH2:7][C:8]3[CH:13]=[CH:12][C:11]([O:14][CH3:15])=[CH:10][CH:9]=3)[N:5]=[C:4]([N+:16]([O-:18])=[O:17])[N:3]=2)=[CH:33][CH:32]=1. The yield is 0.970.